From a dataset of NCI-60 drug combinations with 297,098 pairs across 59 cell lines. Regression. Given two drug SMILES strings and cell line genomic features, predict the synergy score measuring deviation from expected non-interaction effect. Drug 1: C1CN1C2=NC(=NC(=N2)N3CC3)N4CC4. Drug 2: C(CN)CNCCSP(=O)(O)O. Cell line: OVCAR-8. Synergy scores: CSS=30.3, Synergy_ZIP=-3.49, Synergy_Bliss=0.0562, Synergy_Loewe=-32.1, Synergy_HSA=-1.23.